From a dataset of Reaction yield outcomes from USPTO patents with 853,638 reactions. Predict the reaction yield, written as a fraction of the theoretical maximum amount of product (1.0 means a 100% yield; for example, 0.34 means a 34% yield). (1) The reactants are [OH:1][CH2:2][CH2:3][CH2:4][N:5]1[CH2:10][CH2:9][CH2:8][CH2:7][CH2:6]1.[C:28]1(P([C:24]2[CH:29]=[CH:28][CH:27]=[CH:26]C=2)[C:28]2[CH:29]=[CH:24]C=[CH:26][CH:27]=2)[CH:29]=[CH:24]C=[CH:26][CH:27]=1.N([C:39]([O:41][C:42]([CH3:45])([CH3:44])C)=O)=N[C:39]([O:41][C:42](C)([CH3:45])[CH3:44])=O.[Cl:46][CH2:47][Cl:48]. No catalyst specified. The product is [NH3:5].[CH3:2][OH:1].[Cl:46][CH2:47][Cl:48].[N:5]1([CH2:4][CH2:3][CH2:2][O:1][C:7]2[CH:8]=[CH:44][C:42]([O:41][CH2:39][CH2:3][CH2:4][N:5]3[CH2:26][CH2:27][CH2:28][CH2:29][CH2:24]3)=[CH:45][CH:6]=2)[CH2:10][CH2:9][CH2:8][CH2:7][CH2:6]1. The yield is 0.0200. (2) The reactants are [F:1][C:2]1[C:7]([C:8]2[CH:13]=[CH:12][CH:11]=[C:10]([F:14])[CH:9]=2)=[CH:6][C:5]([CH3:15])=[CH:4][C:3]=1[CH2:16][NH:17][C:18]1[C:19]([CH3:26])=[C:20]([OH:25])[CH:21]=[CH:22][C:23]=1[CH3:24].C([O-])([O-])=O.[Cs+].[Cs+].Br[CH2:34][C:35]([O:37][CH:38]([CH3:40])[CH3:39])=[O:36].O. The catalyst is CN(C=O)C. The product is [F:1][C:2]1[C:7]([C:8]2[CH:13]=[CH:12][CH:11]=[C:10]([F:14])[CH:9]=2)=[CH:6][C:5]([CH3:15])=[CH:4][C:3]=1[CH2:16][NH:17][C:18]1[C:19]([CH3:26])=[C:20]([CH:21]=[CH:22][C:23]=1[CH3:24])[O:25][CH2:34][C:35]([O:37][CH:38]([CH3:40])[CH3:39])=[O:36]. The yield is 0.760. (3) The reactants are [Br:1][C:2]1[CH:22]=[CH:21][C:5]([C:6]([NH:8][C:9]2[CH:10]=[C:11]3[C:15](=[CH:16][CH:17]=2)[N:14]([CH3:18])[C:13]([CH2:19][OH:20])=[CH:12]3)=[O:7])=[CH:4][CH:3]=1.C(N(CC)CC)C. The catalyst is CS(C)=O. The product is [Br:1][C:2]1[CH:22]=[CH:21][C:5]([C:6]([NH:8][C:9]2[CH:10]=[C:11]3[C:15](=[CH:16][CH:17]=2)[N:14]([CH3:18])[C:13]([CH:19]=[O:20])=[CH:12]3)=[O:7])=[CH:4][CH:3]=1. The yield is 0.920. (4) The reactants are [Li]C(CC)C.CN(CCN(C)C)C.[CH3:14][O:15][C:16]1[CH:24]=[C:23]([C:25]([F:28])([F:27])[F:26])[CH:22]=[CH:21][C:17]=1[C:18]([OH:20])=[O:19].[Br:29]C(Cl)(Cl)C(Cl)(Cl)Br. The catalyst is C1CCCCC1.C1COCC1. The product is [Br:29][C:21]1[CH:22]=[C:23]([C:25]([F:26])([F:27])[F:28])[CH:24]=[C:16]([O:15][CH3:14])[C:17]=1[C:18]([OH:20])=[O:19]. The yield is 0.120. (5) The reactants are [CH2:1]([O:3][C:4]([C:6]1([C:9]2[CH:14]=[CH:13][C:12]([C:15]3[CH:20]=[CH:19][C:18]([C:21]4[S:22][C:23]([Cl:29])=[CH:24][C:25]=4C(=O)N)=[CH:17][C:16]=3[O:30][CH3:31])=[CH:11][CH:10]=2)[CH2:8][CH2:7]1)=[O:5])[CH3:2].[N:32]1[CH:37]=CC=CC=1.FC(F)(F)C(OI(C1C=CC=CC=1)OC(=O)C(F)(F)F)=[O:41].[F:59][C:60]1[CH:61]=[C:62]([C@H:66]([OH:68])[CH3:67])[CH:63]=[CH:64][CH:65]=1. The catalyst is C1(C)C=CC=CC=1.O.C(OCC)(=O)C. The product is [CH2:1]([O:3][C:4]([C:6]1([C:9]2[CH:10]=[CH:11][C:12]([C:15]3[CH:20]=[CH:19][C:18]([C:21]4[S:22][C:23]([Cl:29])=[CH:24][C:25]=4[NH:32][C:37]([O:68][C@@H:66]([C:62]4[CH:63]=[CH:64][CH:65]=[C:60]([F:59])[CH:61]=4)[CH3:67])=[O:41])=[CH:17][C:16]=3[O:30][CH3:31])=[CH:13][CH:14]=2)[CH2:8][CH2:7]1)=[O:5])[CH3:2]. The yield is 0.700. (6) The reactants are [Cl:1][C:2]1[CH:10]=[CH:9][C:5]([CH2:6][C:7]#[N:8])=[C:4]([CH3:11])[CH:3]=1.[Cl:12][C:13]1[C:14]([F:21])=[C:15]([CH:18]=[CH:19][CH:20]=1)[CH:16]=O.C[O-].[Na+]. The catalyst is CO. The product is [Cl:12][C:13]1[C:14]([F:21])=[C:15](/[CH:16]=[C:6](/[C:5]2[CH:9]=[CH:10][C:2]([Cl:1])=[CH:3][C:4]=2[CH3:11])\[C:7]#[N:8])[CH:18]=[CH:19][CH:20]=1. The yield is 0.620. (7) The reactants are [CH2:1]([O:8][C:9]1[CH:14]=[CH:13][C:12]([CH:15]([NH:25][CH2:26][CH:27]([O:30][CH3:31])[O:28][CH3:29])[CH2:16][C:17]2[CH:22]=[CH:21][CH:20]=[C:19](OC)[CH:18]=2)=[CH:11][C:10]=1[O:32][CH3:33])[C:2]1[CH:7]=[CH:6][CH:5]=[CH:4][CH:3]=1.C(=O)([O-])[O-].[K+].[K+].Cl[C:41]([O:43][CH2:44][CH3:45])=[O:42].C(OCC)(=O)C.CCCCCC. The catalyst is O1CCCC1.O.C(OCC)C. The product is [CH2:44]([O:43][C:41](=[O:42])[N:25]([CH:15]([C:12]1[CH:13]=[CH:14][C:9]([O:8][CH2:1][C:2]2[CH:3]=[CH:4][CH:5]=[CH:6][CH:7]=2)=[C:10]([O:32][CH3:33])[CH:11]=1)[CH2:16][C:17]1[CH:22]=[CH:21][CH:20]=[CH:19][CH:18]=1)[CH2:26][CH:27]([O:28][CH3:29])[O:30][CH3:31])[CH3:45]. The yield is 0.670.